Dataset: Full USPTO retrosynthesis dataset with 1.9M reactions from patents (1976-2016). Task: Predict the reactants needed to synthesize the given product. (1) Given the product [OH:23][C:20]1([C:2]2[S:1][C:5]([I:32])=[CH:4][N:3]=2)[CH2:21][CH2:22][N:18]([C:11]([O:13][C:14]([CH3:17])([CH3:16])[CH3:15])=[O:12])[CH2:19]1, predict the reactants needed to synthesize it. The reactants are: [S:1]1[CH:5]=[CH:4][N:3]=[CH:2]1.C([Li])CCC.[C:11]([N:18]1[CH2:22][CH2:21][C:20](=[O:23])[CH2:19]1)([O:13][C:14]([CH3:17])([CH3:16])[CH3:15])=[O:12].C([N-]C(C)C)(C)C.[Li+].[I:32]I. (2) Given the product [NH2:1][C:2]1[C:7]([C:8]([O:10][CH3:11])=[O:9])=[CH:6][CH:5]=[C:4]([CH2:18][O:19][CH2:20][O:21][CH3:22])[N:3]=1, predict the reactants needed to synthesize it. The reactants are: [NH2:1][C:2]1[C:7]([C:8]([O:10][CH3:11])=[O:9])=[CH:6][CH:5]=[C:4](Cl)[N:3]=1.C([Sn](CCCC)(CCCC)[CH2:18][O:19][CH2:20][O:21][CH3:22])CCC.C(OCC)(=O)C.[F-].[K+].